Task: Binary Classification. Given a T-cell receptor sequence (or CDR3 region) and an epitope sequence, predict whether binding occurs between them.. Dataset: TCR-epitope binding with 47,182 pairs between 192 epitopes and 23,139 TCRs (1) The epitope is NLVPMVATV. The TCR CDR3 sequence is CASSMRAAETQYF. Result: 1 (the TCR binds to the epitope). (2) The TCR CDR3 sequence is CASSLWTGGFYGYTF. Result: 0 (the TCR does not bind to the epitope). The epitope is SGPLKAEIAQRLED. (3) The TCR CDR3 sequence is CASSPVVVSYEQYF. The epitope is KTSVDCTMYI. Result: 0 (the TCR does not bind to the epitope).